This data is from Forward reaction prediction with 1.9M reactions from USPTO patents (1976-2016). The task is: Predict the product of the given reaction. (1) Given the reactants [Li+].[OH-].O.[Cl:4][C:5]1[CH:37]=[CH:36][CH:35]=[C:34]([Cl:38])[C:6]=1[C:7]([NH:9][C@H:10]([C:30]([O:32]C)=[O:31])[CH2:11][C:12]1[CH:17]=[CH:16][C:15]([O:18][CH2:19][CH2:20][CH2:21][C:22]2[CH:27]=[CH:26][CH:25]=[C:24]([NH:28][CH3:29])[N:23]=2)=[CH:14][CH:13]=1)=[O:8], predict the reaction product. The product is: [Cl:4][C:5]1[CH:37]=[CH:36][CH:35]=[C:34]([Cl:38])[C:6]=1[C:7]([NH:9][C@H:10]([C:30]([OH:32])=[O:31])[CH2:11][C:12]1[CH:17]=[CH:16][C:15]([O:18][CH2:19][CH2:20][CH2:21][C:22]2[CH:27]=[CH:26][CH:25]=[C:24]([NH:28][CH3:29])[N:23]=2)=[CH:14][CH:13]=1)=[O:8]. (2) Given the reactants [CH3:1][C:2]1[CH:7]=[CH:6][C:5]([S:8]([O:11][CH2:12][CH2:13][CH:14]2[CH2:18][C:17]([CH3:20])([CH3:19])[C:16](=[O:21])[O:15]2)(=[O:10])=[O:9])=[CH:4][CH:3]=1.O[CH2:23]CC1CC2(CCC2)C(=O)O1.OCCC1OC(=O)C(C)(C)C1, predict the reaction product. The product is: [CH3:1][C:2]1[CH:3]=[CH:4][C:5]([S:8]([O:11][CH2:12][CH2:13][CH:14]2[CH2:18][C:17]3([CH2:19][CH2:23][CH2:20]3)[C:16](=[O:21])[O:15]2)(=[O:10])=[O:9])=[CH:6][CH:7]=1. (3) Given the reactants C(=O)([O-])[O-].[Cs+].[Cs+].Br[C:8]1[C:9]([C:15]([F:18])([F:17])[F:16])=[CH:10][C:11]([NH2:14])=[N:12][CH:13]=1.CC1(C)C(C)(C)OB([C:27]2[N:32]=[C:31]([N:33]3[CH2:38][CH2:37][O:36][CH2:35][CH2:34]3)[N:30]=[C:29]([N:39]3[CH2:44][CH2:43][O:42][CH2:41][CH2:40]3)[CH:28]=2)O1, predict the reaction product. The product is: [N:33]1([C:31]2[N:32]=[C:27]([C:8]3[C:9]([C:15]([F:18])([F:17])[F:16])=[CH:10][C:11]([NH2:14])=[N:12][CH:13]=3)[CH:28]=[C:29]([N:39]3[CH2:44][CH2:43][O:42][CH2:41][CH2:40]3)[N:30]=2)[CH2:38][CH2:37][O:36][CH2:35][CH2:34]1.